This data is from Forward reaction prediction with 1.9M reactions from USPTO patents (1976-2016). The task is: Predict the product of the given reaction. (1) Given the reactants [ClH:1].O1CCOCC1.[CH3:8][O:9][C:10]1[CH:39]=[CH:38][C:13]([CH2:14][CH2:15][N:16]2[CH2:21][CH2:20][CH2:19][CH2:18][C@@H:17]2[CH2:22][N:23]2[C:29]3[CH:30]=[CH:31][CH:32]=[CH:33][C:28]=3[CH2:27][O:26][C:25]3[CH:34]=[CH:35][CH:36]=[CH:37][C:24]2=3)=[CH:12][CH:11]=1, predict the reaction product. The product is: [ClH:1].[CH3:8][O:9][C:10]1[CH:11]=[CH:12][C:13]([CH2:14][CH2:15][N:16]2[CH2:21][CH2:20][CH2:19][CH2:18][C@@H:17]2[CH2:22][N:23]2[C:29]3[CH:30]=[CH:31][CH:32]=[CH:33][C:28]=3[CH2:27][O:26][C:25]3[CH:34]=[CH:35][CH:36]=[CH:37][C:24]2=3)=[CH:38][CH:39]=1. (2) Given the reactants CS([O:5][CH2:6][C:7]1[CH:24]=[CH:23][C:10]2[CH2:11][CH2:12][N:13]([C:16]([O:18][C:19]([CH3:22])([CH3:21])[CH3:20])=[O:17])[CH2:14][CH2:15][C:9]=2[CH:8]=1)(=O)=O.O[C:26]1[N:31]=[CH:30][C:29]([C:32]([O:34][CH3:35])=[O:33])=[CH:28][CH:27]=1.C(=O)([O-])[O-].[Cs+].[Cs+].O, predict the reaction product. The product is: [CH3:35][O:34][C:32]([C:29]1[CH:28]=[CH:27][C:26]([O:5][CH2:6][C:7]2[CH:24]=[CH:23][C:10]3[CH2:11][CH2:12][N:13]([C:16]([O:18][C:19]([CH3:22])([CH3:21])[CH3:20])=[O:17])[CH2:14][CH2:15][C:9]=3[CH:8]=2)=[N:31][CH:30]=1)=[O:33]. (3) Given the reactants [C:1](=[O:10])([O:5][CH2:6][CH2:7][O:8][CH3:9])[O:2][CH2:3]I.[Na].[F:12][C:13]1[CH:18]=[C:17]([F:19])[CH:16]=[CH:15][C:14]=1[CH2:20][NH:21][C:22]([C:24]1[C:25](=[O:42])[C:26]([OH:41])=[C:27]2[C:32](=[O:33])[N:31]3[CH2:34][C@H:35]4[CH2:39][CH2:38][CH2:37][N:36]4[C@@H:30]3[CH2:29][N:28]2[CH:40]=1)=[O:23].C(=O)([O-])[O-].[K+].[K+], predict the reaction product. The product is: [C:1](=[O:10])([O:5][CH2:6][CH2:7][O:8][CH3:9])[O:2][CH2:3][O:41][C:26]1[C:25](=[O:42])[C:24]([C:22]([NH:21][CH2:20][C:14]2[CH:15]=[CH:16][C:17]([F:19])=[CH:18][C:13]=2[F:12])=[O:23])=[CH:40][N:28]2[CH2:29][C@H:30]3[N:36]4[CH2:37][CH2:38][CH2:39][C@@H:35]4[CH2:34][N:31]3[C:32](=[O:33])[C:27]=12. (4) The product is: [Cl:40][C:41]1[CH:42]=[C:43]2[C:48](=[CH:49][CH:50]=1)[CH:47]=[C:46]([S:51]([NH:2][C@H:3]1[CH2:7][CH2:6][N:5]([C:8]3[CH:9]=[C:10]4[C:14](=[CH:15][CH:16]=3)[CH:13]([NH:17][C:18](=[O:23])[C:19]([F:21])([F:22])[F:20])[CH2:12][CH2:11]4)[C:4]1=[O:24])(=[O:53])=[O:52])[CH:45]=[CH:44]2. Given the reactants Cl.[NH2:2][C@H:3]1[CH2:7][CH2:6][N:5]([C:8]2[CH:9]=[C:10]3[C:14](=[CH:15][CH:16]=2)[CH:13]([NH:17][C:18](=[O:23])[C:19]([F:22])([F:21])[F:20])[CH2:12][CH2:11]3)[C:4]1=[O:24].C(N(CC)C(C)C)(C)C.N1C=CC=CC=1.[Cl:40][C:41]1[CH:42]=[C:43]2[C:48](=[CH:49][CH:50]=1)[CH:47]=[C:46]([S:51](Cl)(=[O:53])=[O:52])[CH:45]=[CH:44]2, predict the reaction product. (5) Given the reactants [C:1]1(=[O:8])[NH:7][CH2:6][CH2:5][CH2:4][CH2:3][CH2:2]1.[H-].[Na+].[CH2:11](Br)[C:12]1[CH:17]=[CH:16][CH:15]=[CH:14][CH:13]=1.O, predict the reaction product. The product is: [CH2:11]([N:7]1[CH2:6][CH2:5][CH2:4][CH2:3][CH2:2][C:1]1=[O:8])[C:12]1[CH:17]=[CH:16][CH:15]=[CH:14][CH:13]=1. (6) Given the reactants C[O:2][C:3]([CH:5]1[CH2:9][C:8](=O)[N:7]([CH:11]([C:13]2[CH:18]=[CH:17][CH:16]=[CH:15][CH:14]=2)[CH3:12])[CH2:6]1)=O.[H-].[H-].[H-].[H-].[Li+].[Al+3], predict the reaction product. The product is: [C:13]1([CH:11]([N:7]2[CH2:8][CH2:9][CH:5]([CH2:3][OH:2])[CH2:6]2)[CH3:12])[CH:14]=[CH:15][CH:16]=[CH:17][CH:18]=1. (7) The product is: [F:1][C:2]1[C:9]([F:10])=[CH:8][CH:7]=[CH:6][C:3]=1[CH:4]([OH:5])[C:12]([F:14])([F:13])[F:11]. Given the reactants [F:1][C:2]1[C:9]([F:10])=[CH:8][CH:7]=[CH:6][C:3]=1[CH:4]=[O:5].[F:11][C:12]([Si](C)(C)C)([F:14])[F:13].[F-].C([N+](CCCC)(CCCC)CCCC)CCC.Cl, predict the reaction product. (8) Given the reactants [NH2:1][C:2]1[CH:7]=[CH:6][C:5]([O:8][S:9]([C:12]2[CH:17]=[CH:16][C:15](F)=[CH:14][CH:13]=2)(=[O:11])=[O:10])=[CH:4][C:3]=1[N+:19]([O-:21])=[O:20].[CH3:22][O:23][CH2:24][CH2:25][NH2:26], predict the reaction product. The product is: [NH2:1][C:2]1[CH:7]=[CH:6][C:5]([O:8][S:9]([C:12]2[CH:17]=[CH:16][C:15]([NH:26][CH2:25][CH2:24][O:23][CH3:22])=[CH:14][CH:13]=2)(=[O:11])=[O:10])=[CH:4][C:3]=1[N+:19]([O-:21])=[O:20].